From a dataset of Forward reaction prediction with 1.9M reactions from USPTO patents (1976-2016). Predict the product of the given reaction. (1) Given the reactants [F:1][C:2]1[CH:3]=[C:4]([CH2:19][CH2:20][OH:21])[CH:5]=[CH:6][C:7]=1[O:8][C:9]1[CH:14]=[CH:13][CH:12]=[C:11]([C:15]([F:18])([F:17])[F:16])[N:10]=1.[N:22]#[C:23][NH2:24].OS(C(F)(F)F)(=O)=O, predict the reaction product. The product is: [C:23](=[NH:22])([O:21][CH2:20][CH2:19][C:4]1[CH:5]=[CH:6][C:7]([O:8][C:9]2[CH:14]=[CH:13][CH:12]=[C:11]([C:15]([F:16])([F:17])[F:18])[N:10]=2)=[C:2]([F:1])[CH:3]=1)[NH2:24]. (2) Given the reactants [CH:1]1([O:6][C:7]2[CH:8]=[C:9]([NH:15][C:16]3[C:21]([N+:22]([O-])=O)=[CH:20][CH:19]=[CH:18][N:17]=3)[CH:10]=[CH:11][C:12]=2[O:13][CH3:14])[CH2:5][CH2:4][CH2:3][CH2:2]1, predict the reaction product. The product is: [NH2:22][C:21]1[C:16]([NH:15][C:9]2[CH:10]=[CH:11][C:12]([O:13][CH3:14])=[C:7]([O:6][CH:1]3[CH2:2][CH2:3][CH2:4][CH2:5]3)[CH:8]=2)=[N:17][CH:18]=[CH:19][CH:20]=1. (3) Given the reactants [CH:1]1([C:4]2[NH:8][C:7]3[CH:9]=[C:10]([C:14]4[C:15]([CH3:20])=[N:16][O:17][C:18]=4[CH3:19])[CH:11]=[C:12](I)[C:6]=3[N:5]=2)[CH2:3][CH2:2]1.[F:21][C:22]([F:35])([F:34])[C:23]1[CH:28]=[CH:27][C:26]([C:29](B(O)O)=[CH2:30])=[CH:25][CH:24]=1, predict the reaction product. The product is: [CH:1]1([C:4]2[NH:8][C:7]3[CH:9]=[C:10]([C:14]4[C:15]([CH3:20])=[N:16][O:17][C:18]=4[CH3:19])[CH:11]=[C:12]([C:29]([C:26]4[CH:25]=[CH:24][C:23]([C:22]([F:21])([F:34])[F:35])=[CH:28][CH:27]=4)=[CH2:30])[C:6]=3[N:5]=2)[CH2:3][CH2:2]1. (4) The product is: [C:1]([NH:5][C:6]([C:8]1[C:16]2[C:11](=[N:12][CH:13]=[C:14]([C:17]3[C:25]4[C:20](=[CH:21][CH:22]=[C:23]([O:26][CH:27]([F:29])[F:28])[CH:24]=4)[N:19]([CH2:30][C:31]([N:33]4[CH2:38][CH2:37][N:36]([CH3:39])[CH2:35][CH2:34]4)=[O:32])[N:18]=3)[N:15]=2)[NH:10][CH:9]=1)=[O:7])([CH3:4])([CH3:3])[CH3:2]. Given the reactants [C:1]([NH:5][C:6]([C:8]1[C:16]2[C:11](=[N:12][CH:13]=[C:14]([C:17]3[C:25]4[C:20](=[CH:21][CH:22]=[C:23]([O:26][CH:27]([F:29])[F:28])[CH:24]=4)[N:19]([CH2:30][C:31]([N:33]4[CH2:38][CH2:37][N:36]([CH3:39])[CH2:35][CH2:34]4)=[O:32])[N:18]=3)[N:15]=2)[N:10](COCC[Si](C)(C)C)[CH:9]=1)=[O:7])([CH3:4])([CH3:3])[CH3:2].FC(F)(F)C(O)=O.ClCCl.CO, predict the reaction product. (5) Given the reactants C(N(CC)CC)C.C(O)=O.[C:11]([O:15][C:16]([C:18]1[CH:48]=[CH:47][C:21]([CH2:22][C:23]([CH2:36][CH2:37][C:38]2([CH2:41][C:42]([O:44][CH2:45][CH3:46])=[O:43])[CH2:40][CH2:39]2)(C(OCC=C)=O)[C:24]([O:26]CC=C)=[O:25])=[CH:20][CH:19]=1)=[O:17])([CH3:14])([CH3:13])[CH3:12].C1(P(C2C=CC=CC=2)C2C=CC=CC=2)C=CC=CC=1, predict the reaction product. The product is: [C:11]([O:15][C:16]([C:18]1[CH:48]=[CH:47][C:21]([CH2:22][CH:23]([CH2:36][CH2:37][C:38]2([CH2:41][C:42]([O:44][CH2:45][CH3:46])=[O:43])[CH2:40][CH2:39]2)[C:24]([OH:26])=[O:25])=[CH:20][CH:19]=1)=[O:17])([CH3:13])([CH3:12])[CH3:14].